This data is from Forward reaction prediction with 1.9M reactions from USPTO patents (1976-2016). The task is: Predict the product of the given reaction. (1) Given the reactants [CH2:1]([O:3][C:4]1[CH:13]=[C:12]2[C:7]([C:8]([NH:14][C:15]3[CH:20]=[CH:19][CH:18]=[C:17]([C:21]#[CH:22])[CH:16]=3)=[N:9][CH:10]=[N:11]2)=[CH:6][C:5]=1[N+:23]([O-])=O)[CH3:2], predict the reaction product. The product is: [CH2:1]([O:3][C:4]1[CH:13]=[C:12]2[C:7]([C:8]([NH:14][C:15]3[CH:20]=[CH:19][CH:18]=[C:17]([C:21]#[CH:22])[CH:16]=3)=[N:9][CH:10]=[N:11]2)=[CH:6][C:5]=1[NH2:23])[CH3:2]. (2) Given the reactants [Cl:1][C:2]1[CH:3]=[C:4]([CH:7]=[CH:8][C:9]=1[CH3:10])[C:5]#[N:6].[Br:11]N1C(=O)CCC1=O.C(OOC(=O)C1C=CC=CC=1)(=O)C1C=CC=CC=1, predict the reaction product. The product is: [Br:11][CH2:10][C:9]1[CH:8]=[CH:7][C:4]([C:5]#[N:6])=[CH:3][C:2]=1[Cl:1]. (3) Given the reactants [Cl:1][C:2]1[CH:3]=[C:4]([N:9]2[C:13](=[O:14])/[C:12](=[CH:15]\[C:16]3[CH:23]=[CH:22][C:19]([C:20]#[N:21])=[CH:18][CH:17]=3)/[N:11]([CH3:24])[C:10]2=[O:25])[CH:5]=[C:6]([Cl:8])[CH:7]=1.[CH2:26]1N2CN3CN(C2)[CH2:28][N:27]1[CH2:34]3.C(NCC(O)=O)[C:37]1[CH:42]=[CH:41][CH:40]=[CH:39][CH:38]=1.C1(C)C=CC=CC=1, predict the reaction product. The product is: [CH2:26]([N:27]1[CH2:34][C@@H:15]([C:16]2[CH:17]=[CH:18][C:19]([C:20]#[N:21])=[CH:22][CH:23]=2)[C@:12]2([N:11]([CH3:24])[C:10](=[O:25])[N:9]([C:4]3[CH:5]=[C:6]([Cl:8])[CH:7]=[C:2]([Cl:1])[CH:3]=3)[C:13]2=[O:14])[CH2:28]1)[C:37]1[CH:42]=[CH:41][CH:40]=[CH:39][CH:38]=1. (4) Given the reactants [NH:1]([C:3]1[CH:8]=[CH:7][CH:6]=[CH:5][N:4]=1)[NH2:2].[OH:9][C:10]1[CH:15]=[CH:14][C:13](/[CH:16]=[CH:17]/[C:18](=O)[CH2:19][C:20]#[N:21])=[CH:12][C:11]=1[O:23][CH3:24], predict the reaction product. The product is: [NH2:21][C:20]1[N:1]([C:3]2[CH:8]=[CH:7][CH:6]=[CH:5][N:4]=2)[N:2]=[C:18](/[CH:17]=[CH:16]/[C:13]2[CH:14]=[CH:15][C:10]([OH:9])=[C:11]([O:23][CH3:24])[CH:12]=2)[CH:19]=1. (5) The product is: [CH2:11]([O:1][C:2]1[CH:9]=[CH:8][CH:7]=[CH:6][C:3]=1[CH:4]=[N+:19]([C:15]([CH3:18])([CH3:17])[CH3:16])[O-:20])[CH2:12][CH2:13][CH3:14]. Given the reactants [OH:1][C:2]1[CH:9]=[CH:8][CH:7]=[CH:6][C:3]=1[C:4]#N.I[CH2:11][CH2:12][CH2:13][CH3:14].[C:15]([NH:19][OH:20])([CH3:18])([CH3:17])[CH3:16], predict the reaction product. (6) Given the reactants [Cl:1][C:2]1[CH:7]=[C:6](Cl)[N:5]=[C:4]([C:9]2[S:10][CH:11]=[CH:12][N:13]=2)[CH:3]=1.CN1CC(=O)OB([C:24]2[CH:29]=[CH:28][CH:27]=[CH:26][CH:25]=2)OC(=O)C1.[O-]P([O-])([O-])=O.[K+].[K+].[K+].C1COCC1, predict the reaction product. The product is: [Cl:1][C:2]1[CH:7]=[C:6]([C:24]2[CH:29]=[CH:28][CH:27]=[CH:26][CH:25]=2)[N:5]=[C:4]([C:9]2[S:10][CH:11]=[CH:12][N:13]=2)[CH:3]=1. (7) Given the reactants [N+:1]([C:4]1[CH:31]=[CH:30][C:7]([C:8]([NH:10][C:11]2[CH:16]=[C:15]([C:17]3[S:18][CH:19]=[CH:20][CH:21]=3)[CH:14]=[CH:13][C:12]=2[NH:22][C:23](=[O:29])[O:24][C:25]([CH3:28])([CH3:27])[CH3:26])=[O:9])=[CH:6][CH:5]=1)([O-])=O.[H][H], predict the reaction product. The product is: [NH2:1][C:4]1[CH:31]=[CH:30][C:7]([C:8]([NH:10][C:11]2[CH:16]=[C:15]([C:17]3[S:18][CH:19]=[CH:20][CH:21]=3)[CH:14]=[CH:13][C:12]=2[NH:22][C:23](=[O:29])[O:24][C:25]([CH3:28])([CH3:26])[CH3:27])=[O:9])=[CH:6][CH:5]=1. (8) Given the reactants [O:1]1[C:5]2[CH:6]=[CH:7][CH:8]=[CH:9][C:4]=2[N:3]=[C:2]1[CH:10]([OH:22])[C@@H:11]([NH:14]C(=O)OC(C)(C)C)[CH2:12][CH3:13].[ClH:23], predict the reaction product. The product is: [ClH:23].[ClH:23].[NH2:14][C@@H:11]([CH2:12][CH3:13])[CH:10]([C:2]1[O:1][C:5]2[CH:6]=[CH:7][CH:8]=[CH:9][C:4]=2[N:3]=1)[OH:22]. (9) Given the reactants [NH2:1][C:2]1[CH:3]=[N:4][CH:5]=[C:6](Br)[CH:7]=1.[C:9]([N:16]1[C:24]2[C:19](=[CH:20][C:21]([F:25])=[CH:22][CH:23]=2)[CH:18]=[C:17]1B(O)O)([O:11][C:12]([CH3:15])([CH3:14])[CH3:13])=[O:10].C([O-])([O-])=O.[K+].[K+].CC#N, predict the reaction product. The product is: [NH2:1][C:2]1[CH:7]=[C:6]([C:17]2[N:16]([C:9]([O:11][C:12]([CH3:15])([CH3:14])[CH3:13])=[O:10])[C:24]3[C:19]([CH:18]=2)=[CH:20][C:21]([F:25])=[CH:22][CH:23]=3)[CH:5]=[N:4][CH:3]=1.